Task: Regression. Given two drug SMILES strings and cell line genomic features, predict the synergy score measuring deviation from expected non-interaction effect.. Dataset: NCI-60 drug combinations with 297,098 pairs across 59 cell lines Drug 1: C1=C(C(=O)NC(=O)N1)N(CCCl)CCCl. Drug 2: CC12CCC3C(C1CCC2O)C(CC4=C3C=CC(=C4)O)CCCCCCCCCS(=O)CCCC(C(F)(F)F)(F)F. Cell line: TK-10. Synergy scores: CSS=11.4, Synergy_ZIP=-5.29, Synergy_Bliss=-0.455, Synergy_Loewe=0.379, Synergy_HSA=0.490.